Dataset: Reaction yield outcomes from USPTO patents with 853,638 reactions. Task: Predict the reaction yield, written as a fraction of the theoretical maximum amount of product (1.0 means a 100% yield; for example, 0.34 means a 34% yield). (1) The reactants are [CH2:1]([N:8]1[C:17]2[C:12](=[CH:13][C:14]([CH3:18])=[CH:15][CH:16]=2)[C:11](Cl)=[C:10]([C:20]#[N:21])[C:9]1=[O:22])[C:2]1[CH:7]=[CH:6][CH:5]=[CH:4][CH:3]=1.[NH:23]1[CH2:28][CH2:27][NH:26][CH2:25][CH2:24]1. The catalyst is ClCCl. The yield is 0.960. The product is [CH2:1]([N:8]1[C:17]2[C:12](=[CH:13][C:14]([CH3:18])=[CH:15][CH:16]=2)[C:11]([N:23]2[CH2:28][CH2:27][NH:26][CH2:25][CH2:24]2)=[C:10]([C:20]#[N:21])[C:9]1=[O:22])[C:2]1[CH:7]=[CH:6][CH:5]=[CH:4][CH:3]=1. (2) The reactants are [NH:1]1[C@@H:14]2[C@@H:5]([CH2:6][CH2:7][C:8]3[C:13]2=[N:12][CH:11]=[CH:10][CH:9]=3)[CH2:4][CH2:3][CH2:2]1.C(=O)([O-])[O-].[K+].[K+].Cl[CH2:22][C:23]1[N:24]=[C:25]2[CH:30]=[CH:29][CH:28]=[C:27]([F:31])[N:26]2[CH:32]=1.[I-].[K+]. The catalyst is C(#N)C. The product is [F:31][C:27]1[N:26]2[CH:32]=[C:23]([CH2:22][N:12]3[C@@H:13]4[C@@H:8]([CH2:7][CH2:6][C:5]5[C:14]4=[N:1][CH:2]=[CH:3][CH:4]=5)[CH2:9][CH2:10][CH2:11]3)[N:24]=[C:25]2[CH:30]=[CH:29][CH:28]=1. The yield is 0.620. (3) The reactants are [CH2:1]([O:8][C:9]([N:11]1[CH2:16][CH2:15][C:14](=O)[C:13]([CH3:19])([CH3:18])[CH2:12]1)=[O:10])[C:2]1[CH:7]=[CH:6][CH:5]=[CH:4][CH:3]=1.C([O-])(=O)C.[NH4+].C([BH3-])#[N:26].[Na+]. The catalyst is CO. The product is [NH2:26][CH:14]1[CH2:15][CH2:16][N:11]([C:9]([O:8][CH2:1][C:2]2[CH:7]=[CH:6][CH:5]=[CH:4][CH:3]=2)=[O:10])[CH2:12][C:13]1([CH3:19])[CH3:18]. The yield is 0.770. (4) The reactants are Br[C:2]1[CH:10]=[CH:9][C:5]([C:6]([OH:8])=[O:7])=[CH:4][C:3]=1[O:11][CH3:12].[C:13]([O-:16])(O)=O.[Na+].[CH3:18]S(C)=O. The catalyst is C(Cl)Cl. The product is [CH3:18][O:8][C:6](=[O:7])[C:5]1[CH:9]=[CH:10][C:2]([CH:13]=[O:16])=[C:3]([O:11][CH3:12])[CH:4]=1. The yield is 0.790. (5) The product is [CH3:1][O:2][C:3]1[CH:4]=[C:5]([CH2:11][C:12]([C:18]2[CH:23]=[CH:22][CH:21]=[CH:20][CH:19]=2)=[O:13])[CH:6]=[CH:7][C:8]=1[O:9][CH3:10]. The yield is 0.610. The reactants are [CH3:1][O:2][C:3]1[CH:4]=[C:5]([CH2:11][C:12](N(OC)C)=[O:13])[CH:6]=[CH:7][C:8]=1[O:9][CH3:10].[C:18]1([Mg]Br)[CH:23]=[CH:22][CH:21]=[CH:20][CH:19]=1. The catalyst is C1COCC1.